Dataset: Reaction yield outcomes from USPTO patents with 853,638 reactions. Task: Predict the reaction yield, written as a fraction of the theoretical maximum amount of product (1.0 means a 100% yield; for example, 0.34 means a 34% yield). (1) The reactants are [C:1]([O:5][CH2:6][CH3:7])(=[O:4])[CH2:2][OH:3].[OH-].[Na+].Cl[C:11]1[N:21]=[CH:20][CH:19]=[CH:18][C:12]=1[C:13](OCC)=[O:14]. The catalyst is COCCOC. The product is [OH:14][C:13]1[C:12]2[C:11](=[N:21][CH:20]=[CH:19][CH:18]=2)[O:3][C:2]=1[C:1]([O:5][CH2:6][CH3:7])=[O:4]. The yield is 0.410. (2) The reactants are [C:1]([O:5][C:6](=[O:19])[NH:7][C:8]1([C:12]2[CH:17]=[CH:16][C:15](Br)=[CH:14][CH:13]=2)[CH2:11][CH2:10][CH2:9]1)([CH3:4])([CH3:3])[CH3:2].[B:20]1([B:20]2[O:24][C:23]([CH3:26])([CH3:25])[C:22]([CH3:28])([CH3:27])[O:21]2)[O:24][C:23]([CH3:26])([CH3:25])[C:22]([CH3:28])([CH3:27])[O:21]1.C([O-])(=O)C.[K+].C1COCC1. The catalyst is C(OCC)(=O)C.C1C=CC(P(C2C=CC=CC=2)[C-]2C=CC=C2)=CC=1.C1C=CC(P(C2C=CC=CC=2)[C-]2C=CC=C2)=CC=1.Cl[Pd]Cl.[Fe+2]. The product is [CH3:27][C:22]1([CH3:28])[C:23]([CH3:26])([CH3:25])[O:24][B:20]([C:15]2[CH:16]=[CH:17][C:12]([C:8]3([NH:7][C:6](=[O:19])[O:5][C:1]([CH3:4])([CH3:3])[CH3:2])[CH2:11][CH2:10][CH2:9]3)=[CH:13][CH:14]=2)[O:21]1. The yield is 0.913. (3) The reactants are [H-].[Na+].[N:3]1([CH2:8][CH2:9][CH2:10][CH2:11][C:12]2[CH:17]=[CH:16][C:15]([OH:18])=[CH:14][CH:13]=2)[CH:7]=[CH:6][N:5]=[N:4]1.Cl[CH2:20][C:21]1[C:22]([CH3:38])=[N:23][C:24]([C:27]2[CH:32]=[CH:31][C:30]([O:33][C:34]([F:37])([F:36])[F:35])=[CH:29][CH:28]=2)=[CH:25][CH:26]=1.O. The catalyst is CN(C)C=O. The product is [CH3:38][C:22]1[C:21]([CH2:20][O:18][C:15]2[CH:14]=[CH:13][C:12]([CH2:11][CH2:10][CH2:9][CH2:8][N:3]3[CH:7]=[CH:6][N:5]=[N:4]3)=[CH:17][CH:16]=2)=[CH:26][CH:25]=[C:24]([C:27]2[CH:28]=[CH:29][C:30]([O:33][C:34]([F:36])([F:37])[F:35])=[CH:31][CH:32]=2)[N:23]=1. The yield is 0.500. (4) The reactants are S(Cl)(Cl)=O.CC1C=CC(C(O)=O)=CN=1.CC1N=CC(C(Cl)=O)=CC=1.[CH3:25][O:26][C:27]1[CH:28]=[C:29]2[C:34](=[CH:35][C:36]=1[O:37][CH3:38])[N:33]=[CH:32][N:31]=[C:30]2[O:39][C:40]1[CH:46]=[CH:45][C:43]([NH2:44])=[CH:42][CH:41]=1.[CH3:47][C:48]1[N:53]=[CH:52][C:51]([C:54]([N:56]=[C:57]=[S:58])=[O:55])=[CH:50][CH:49]=1. The catalyst is C1(C)C=CC=CC=1.C(O)C. The product is [CH3:25][O:26][C:27]1[CH:28]=[C:29]2[C:34](=[CH:35][C:36]=1[O:37][CH3:38])[N:33]=[CH:32][N:31]=[C:30]2[O:39][C:40]1[CH:46]=[CH:45][C:43]([NH:44][C:57]([NH:56][C:54]([C:51]2[CH:52]=[N:53][C:48]([CH3:47])=[CH:49][CH:50]=2)=[O:55])=[S:58])=[CH:42][CH:41]=1. The yield is 0.890. (5) The reactants are [C:1]([C:3]1[C:4]([NH2:10])=[N:5][C:6]([NH2:9])=[CH:7][CH:8]=1)#[CH:2].[Br:11][C:12]1[CH:17]=[CH:16][C:15]([CH2:18][C:19](Cl)=[N:20][OH:21])=[CH:14][CH:13]=1.C(N(CC)CC)C. The catalyst is O1CCCC1. The product is [Br:11][C:12]1[CH:13]=[CH:14][C:15]([CH2:18][C:19]2[CH:2]=[C:1]([C:3]3[C:4]([NH2:10])=[N:5][C:6]([NH2:9])=[CH:7][CH:8]=3)[O:21][N:20]=2)=[CH:16][CH:17]=1. The yield is 0.660. (6) The reactants are [NH:1]1[C:5]2=[N:6][C:7]([C:10]([O:12][CH2:13][CH3:14])=[O:11])=[CH:8][CH:9]=[C:4]2[CH:3]=[C:2]1[C:15]([O:17]CC)=O.C(=O)([O-])[O-].[K+].[K+].Br[CH2:27][CH2:28][CH2:29][N:30]1[Si](C)(C)CC[Si]1(C)C.CCCC[N+](CCCC)(CCCC)CCCC.[F-].C1COCC1. The catalyst is CN1C(=O)CCC1. The product is [O:17]=[C:15]1[NH:30][CH2:29][CH2:28][CH2:27][N:1]2[C:5]3[N:6]=[C:7]([C:10]([O:12][CH2:13][CH3:14])=[O:11])[CH:8]=[CH:9][C:4]=3[CH:3]=[C:2]12. The yield is 0.880. (7) The reactants are [CH2:1]([C@H:4]1[C@:9]([C:11]2[CH:16]=[C:15]([N+:17]([O-:19])=[O:18])[CH:14]=[CH:13][C:12]=2[F:20])([CH3:10])[N:8]=[C:7]([N:21]([C:29]([O:31][C:32]([CH3:35])([CH3:34])[CH3:33])=[O:30])[C:22](=[O:28])[O:23][C:24]([CH3:27])([CH3:26])[CH3:25])[C:6]([CH3:37])([CH3:36])[S:5]1(=[O:39])=[O:38])[CH:2]=[CH2:3].[CH3:40][Si]([N-][Si](C)(C)C)(C)C.[K+].IC. The catalyst is C1COCC1. The product is [CH2:1]([C:4]1([CH3:40])[S:5](=[O:38])(=[O:39])[C:6]([CH3:37])([CH3:36])[C:7]([N:21]([C:29]([O:31][C:32]([CH3:35])([CH3:34])[CH3:33])=[O:30])[C:22](=[O:28])[O:23][C:24]([CH3:27])([CH3:26])[CH3:25])=[N:8][C@@:9]1([C:11]1[CH:16]=[C:15]([N+:17]([O-:19])=[O:18])[CH:14]=[CH:13][C:12]=1[F:20])[CH3:10])[CH:2]=[CH2:3]. The yield is 0.850. (8) The reactants are [OH:1][C:2]1[CH:3]=[C:4]([CH:9]=[CH:10][C:11]=1[CH2:12][N:13]1[CH2:18][CH2:17][O:16][CH2:15][CH2:14]1)[C:5]([O:7][CH3:8])=[O:6].[CH3:19][S:20](Cl)(=[O:22])=[O:21]. The catalyst is C(Cl)Cl. The product is [CH3:19][S:20]([O:1][C:2]1[CH:3]=[C:4]([CH:9]=[CH:10][C:11]=1[CH2:12][N:13]1[CH2:14][CH2:15][O:16][CH2:17][CH2:18]1)[C:5]([O:7][CH3:8])=[O:6])(=[O:22])=[O:21]. The yield is 1.01.